This data is from Catalyst prediction with 721,799 reactions and 888 catalyst types from USPTO. The task is: Predict which catalyst facilitates the given reaction. (1) Reactant: Cl[CH2:2][CH2:3][CH2:4][CH2:5][O:6][C:7]1[CH:12]=[CH:11][C:10]([C:13]2([CH2:19][NH:20][C:21]3[CH:26]=[CH:25][CH:24]=[CH:23][N:22]=3)[CH2:18][CH2:17][O:16][CH2:15][CH2:14]2)=[CH:9][CH:8]=1.[NH:27]1[CH2:31][CH2:30][CH2:29][CH2:28]1.C(=O)([O-])[O-].[Na+].[Na+].[I-].[Na+]. Product: [N:27]1([CH2:2][CH2:3][CH2:4][CH2:5][O:6][C:7]2[CH:12]=[CH:11][C:10]([C:13]3([CH2:19][NH:20][C:21]4[CH:26]=[CH:25][CH:24]=[CH:23][N:22]=4)[CH2:18][CH2:17][O:16][CH2:15][CH2:14]3)=[CH:9][CH:8]=2)[CH2:31][CH2:30][CH2:29][CH2:28]1. The catalyst class is: 51. (2) Reactant: O[CH2:2][N:3]1[C:7](=[O:8])[CH2:6][CH:5]([C:9]2[CH:10]=[C:11]([CH:14]=[CH:15][CH:16]=2)[C:12]#[N:13])[CH2:4]1.C(Cl)(=O)C([Cl:20])=O. Product: [Cl:20][CH2:2][N:3]1[C:7](=[O:8])[CH2:6][CH:5]([C:9]2[CH:10]=[C:11]([CH:14]=[CH:15][CH:16]=2)[C:12]#[N:13])[CH2:4]1. The catalyst class is: 4. (3) The catalyst class is: 8. Product: [CH2:1]([O:19][C@H:20]1[C@H:24]([O:25][CH2:26][CH2:27][CH2:28][CH2:29][CH2:30][CH2:31][CH2:32][CH2:33]/[CH:34]=[CH:35]\[CH2:36]/[CH:37]=[CH:38]\[CH2:39][CH2:40][CH2:41][CH2:42][CH3:43])[CH2:23][N:22]([CH2:46][CH2:45][C:44]([O:48][CH2:49][CH3:50])=[O:47])[CH2:21]1)[CH2:2][CH2:3][CH2:4][CH2:5][CH2:6][CH2:7][CH2:8]/[CH:9]=[CH:10]\[CH2:11]/[CH:12]=[CH:13]\[CH2:14][CH2:15][CH2:16][CH2:17][CH3:18]. Reactant: [CH2:1]([O:19][C@H:20]1[C@H:24]([O:25][CH2:26][CH2:27][CH2:28][CH2:29][CH2:30][CH2:31][CH2:32][CH2:33]/[CH:34]=[CH:35]\[CH2:36]/[CH:37]=[CH:38]\[CH2:39][CH2:40][CH2:41][CH2:42][CH3:43])[CH2:23][NH:22][CH2:21]1)[CH2:2][CH2:3][CH2:4][CH2:5][CH2:6][CH2:7][CH2:8]/[CH:9]=[CH:10]\[CH2:11]/[CH:12]=[CH:13]\[CH2:14][CH2:15][CH2:16][CH2:17][CH3:18].[C:44]([O:48][CH2:49][CH3:50])(=[O:47])[CH:45]=[CH2:46].[O-]CC.[Na+]. (4) Reactant: [Cl:1][C:2]1[CH:3]=[C:4]([C:9]([OH:18])([CH2:14][N+:15]([O-])=O)[C:10]([F:13])([F:12])[F:11])[CH:5]=[C:6]([Cl:8])[CH:7]=1.[Sn](Cl)Cl.Cl.C(=O)([O-])[O-].[K+].[K+]. Product: [NH2:15][CH2:14][C:9]([C:4]1[CH:5]=[C:6]([Cl:8])[CH:7]=[C:2]([Cl:1])[CH:3]=1)([OH:18])[C:10]([F:12])([F:11])[F:13]. The catalyst class is: 815. (5) Reactant: [Cl:1][C:2]1[CH:7]=[CH:6][N:5]([C:8]2[C:13]([F:14])=[CH:12][CH:11]=[CH:10][C:9]=2[F:15])[C:4](=[O:16])[C:3]=1[CH:17]=O.Cl.[NH2:20][OH:21].Cl. Product: [Cl:1][C:2]1[CH:7]=[CH:6][N:5]([C:8]2[C:13]([F:14])=[CH:12][CH:11]=[CH:10][C:9]=2[F:15])[C:4](=[O:16])[C:3]=1[CH:17]=[N:20][OH:21]. The catalyst class is: 41. (6) Reactant: [NH2:1][C:2]1[CH:3]=[C:4]([F:9])[CH:5]=[CH:6][C:7]=1[NH2:8].[C:10](=S)=[S:11]. Product: [F:9][C:4]1[CH:5]=[CH:6][C:7]2[NH:8][C:10]([SH:11])=[N:1][C:2]=2[CH:3]=1. The catalyst class is: 5. (7) Reactant: Cl[C:2]1[N:7]2[CH:8]=[CH:9][N:10]=[C:6]2[N:5]=[C:4]([Cl:11])[CH:3]=1.Cl.[CH3:13][C@@H:14]1[CH2:19][CH2:18][N:17]([C:20](=[O:24])[CH2:21][C:22]#[N:23])[CH2:16][C@@H:15]1[NH:25][CH3:26].C(=O)([O-])O.[Na+].O. Product: [Cl:11][C:4]1[CH:3]=[C:2]([N:25]([CH3:26])[C@@H:15]2[C@H:14]([CH3:13])[CH2:19][CH2:18][N:17]([C:20](=[O:24])[CH2:21][C:22]#[N:23])[CH2:16]2)[N:7]2[CH:8]=[CH:9][N:10]=[C:6]2[N:5]=1. The catalyst class is: 12.